From a dataset of Reaction yield outcomes from USPTO patents with 853,638 reactions. Predict the reaction yield, written as a fraction of the theoretical maximum amount of product (1.0 means a 100% yield; for example, 0.34 means a 34% yield). (1) The reactants are [F:1][C@H:2]1[CH2:6][N:5](C(OC(C)(C)C)=O)[C@H:4]([C:14](=[O:45])[NH:15][C@@:16]([C:31]2[CH:36]=[C:35]([O:37][C:38]([F:43])([F:42])[CH:39]([F:41])[F:40])[CH:34]=[C:33]([F:44])[CH:32]=2)([C:24]2[CH:29]=[CH:28][C:27]([F:30])=[CH:26][CH:25]=2)[CH2:17][C:18]2[CH:23]=[CH:22][CH:21]=[CH:20][CH:19]=2)[CH2:3]1. The catalyst is C(Cl)Cl.C(O)(C(F)(F)F)=O. The product is [F:1][C@H:2]1[CH2:6][NH:5][C@H:4]([C:14]([NH:15][C@@:16]([C:31]2[CH:36]=[C:35]([O:37][C:38]([F:43])([F:42])[CH:39]([F:41])[F:40])[CH:34]=[C:33]([F:44])[CH:32]=2)([C:24]2[CH:25]=[CH:26][C:27]([F:30])=[CH:28][CH:29]=2)[CH2:17][C:18]2[CH:19]=[CH:20][CH:21]=[CH:22][CH:23]=2)=[O:45])[CH2:3]1. The yield is 0.830. (2) The reactants are [C:1]([N:4]1[CH2:13][CH2:12][C:11]2[N:10]=[C:9]3[CH:14]=[CH:15][C:16]([C:18]#[N:19])=[CH:17][C:8]3=[C:7](Cl)[C:6]=2[CH2:5]1)(=[O:3])[CH3:2].Cl.[Cl:22][C:23]1[CH:24]=[C:25]([CH:28]=[CH:29][C:30]=1[O:31][CH3:32])[CH2:26][NH2:27].[Na+].[I-].CCOC(C)=O.CO. The catalyst is CN1C(=O)CCC1.C(Cl)Cl. The product is [C:1]([N:4]1[CH2:13][CH2:12][C:11]2[N:10]=[C:9]3[CH:14]=[CH:15][C:16]([C:18]#[N:19])=[CH:17][C:8]3=[C:7]([NH:27][CH2:26][C:25]3[CH:28]=[CH:29][C:30]([O:31][CH3:32])=[C:23]([Cl:22])[CH:24]=3)[C:6]=2[CH2:5]1)(=[O:3])[CH3:2]. The yield is 0.200.